From a dataset of Forward reaction prediction with 1.9M reactions from USPTO patents (1976-2016). Predict the product of the given reaction. (1) Given the reactants Cl[C:2]1[C:11]([CH2:12][OH:13])=[CH:10][C:9]2[C:4](=[C:5]([CH3:14])[CH:6]=[CH:7][CH:8]=2)[N:3]=1.[C:15]1([C:24]2[CH:29]=[CH:28][CH:27]=[CH:26][CH:25]=2)[C:16](B(O)O)=[CH:17][CH:18]=[CH:19][CH:20]=1.[O-]P([O-])([O-])=O.[K+].[K+].[K+], predict the reaction product. The product is: [C:15]1([C:24]2[CH:25]=[CH:26][CH:27]=[CH:28][CH:29]=2)[CH:16]=[CH:17][CH:18]=[CH:19][C:20]=1[C:2]1[C:11]([CH2:12][OH:13])=[CH:10][C:9]2[C:4](=[C:5]([CH3:14])[CH:6]=[CH:7][CH:8]=2)[N:3]=1. (2) Given the reactants [CH:1]([OH:3])=O.CN(C(ON1N=NC2C=CC=CC1=2)=[N+](C)C)C.[B-](F)(F)(F)F.C(N(CC)CC)C.Cl.[NH2:34][CH2:35][C:36]1[CH:37]=[C:38]([CH2:42][N:43]2[C:51]3[C:46](=[C:47]([O:52][CH3:53])[CH:48]=[CH:49][CH:50]=3)[C:45]([NH:54][S:55]([C:58]3[S:59][C:60]([Cl:63])=[CH:61][CH:62]=3)(=[O:57])=[O:56])=[N:44]2)[CH:39]=[CH:40][CH:41]=1, predict the reaction product. The product is: [Cl:63][C:60]1[S:59][C:58]([S:55]([NH:54][C:45]2[C:46]3[C:51](=[CH:50][CH:49]=[CH:48][C:47]=3[O:52][CH3:53])[N:43]([CH2:42][C:38]3[CH:39]=[CH:40][CH:41]=[C:36]([CH2:35][NH:34][CH:1]=[O:3])[CH:37]=3)[N:44]=2)(=[O:56])=[O:57])=[CH:62][CH:61]=1. (3) Given the reactants [CH2:1]([N:8]1[CH2:13][CH2:12][N:11]([CH2:14][C:15]2[CH:20]=[CH:19][CH:18]=[CH:17][CH:16]=2)[CH2:10][C@@H:9]1[CH:21]=[CH2:22])[C:2]1[CH:7]=[CH:6][CH:5]=[CH:4][CH:3]=1.C12BC(CCC1)CCC2.[F:32][C:33]1[CH:38]=[CH:37][CH:36]=[C:35](I)[CH:34]=1.C1(P(C2C=CC=CC=2)C2C=CC=CC=2)C=CC=CC=1.[OH-].[Na+].C(CN)O, predict the reaction product. The product is: [CH2:1]([N:8]1[CH2:13][CH2:12][N:11]([CH2:14][C:15]2[CH:20]=[CH:19][CH:18]=[CH:17][CH:16]=2)[CH2:10][C@@H:9]1[CH2:21][CH2:22][C:35]1[CH:36]=[CH:37][CH:38]=[C:33]([F:32])[CH:34]=1)[C:2]1[CH:3]=[CH:4][CH:5]=[CH:6][CH:7]=1.